The task is: Predict the reaction yield, written as a fraction of the theoretical maximum amount of product (1.0 means a 100% yield; for example, 0.34 means a 34% yield).. This data is from Reaction yield outcomes from USPTO patents with 853,638 reactions. (1) The reactants are C1(C(=[N:14][C:15]2[CH:16]=[C:17]([S:22]([N:25]([CH3:27])[CH3:26])(=[O:24])=[O:23])[CH:18]=[C:19]([CH3:21])[CH:20]=2)C2C=CC=CC=2)C=CC=CC=1.Cl. The catalyst is O1CCCC1. The product is [NH2:14][C:15]1[CH:16]=[C:17]([S:22]([N:25]([CH3:26])[CH3:27])(=[O:24])=[O:23])[CH:18]=[C:19]([CH3:21])[CH:20]=1. The yield is 0.810. (2) The reactants are C[O:2][C:3]([C:5]1[CH:6]=[C:7]([C:17]2[CH:22]=[CH:21][C:20]([C:23](=[O:26])[NH:24][CH3:25])=[C:19]([Cl:27])[CH:18]=2)[CH:8]=[C:9]2[C:14]=1[O:13][C:12]([CH3:16])([CH3:15])[CH:11]=[CH:10]2)=[O:4]. The catalyst is [OH-].[K+]. The product is [Cl:27][C:19]1[CH:18]=[C:17]([C:7]2[CH:8]=[C:9]3[C:14](=[C:5]([C:3]([OH:4])=[O:2])[CH:6]=2)[O:13][C:12]([CH3:16])([CH3:15])[CH:11]=[CH:10]3)[CH:22]=[CH:21][C:20]=1[C:23](=[O:26])[NH:24][CH3:25]. The yield is 0.850.